From a dataset of Forward reaction prediction with 1.9M reactions from USPTO patents (1976-2016). Predict the product of the given reaction. (1) Given the reactants [CH2:1]1[CH:5]2[CH2:6][NH:7][CH2:8][CH:4]2[CH2:3][N:2]1C(OCCCC)=O.Br[C:17]1[CH:18]=[N:19][CH:20]=[C:21]([CH:27]=1)[C:22]([O:24][CH2:25][CH3:26])=[O:23].C1(P(C2C=CC=CC=2)C2[C:48]3OC4C(=CC=CC=4P(C4C=CC=CC=4)C4C=CC=CC=4)[C:40](C)(C)[C:39]=3[CH:38]=CC=2)C=CC=CC=1.[C:70](=[O:73])([O-])[O-:71].[Cs+].[Cs+], predict the reaction product. The product is: [CH2:25]([O:24][C:22]([C:21]1[CH:27]=[C:17]([N:7]2[CH2:8][CH:4]3[CH2:3][N:2]([C:70]([O:71][C:39]([CH3:40])([CH3:48])[CH3:38])=[O:73])[CH2:1][CH:5]3[CH2:6]2)[CH:18]=[N:19][CH:20]=1)=[O:23])[CH3:26]. (2) Given the reactants [NH2:1][C:2]1[N:6]([CH:7]2[CH2:12][CH2:11][CH2:10][N:9]([C:13]#[N:14])[CH2:8]2)[N:5]=[C:4]([C:15]2[CH:20]=[CH:19][C:18]([O:21]C3C=CC(Cl)=CC=3)=[CH:17][CH:16]=2)[C:3]=1[C:29]([NH2:31])=[O:30].[CH3:32][C:33]1[CH:38]=[C:37]([CH3:39])[CH:36]=[CH:35][C:34]=1B(O)O, predict the reaction product. The product is: [NH2:1][C:2]1[N:6]([CH:7]2[CH2:12][CH2:11][CH2:10][N:9]([C:13]#[N:14])[CH2:8]2)[N:5]=[C:4]([C:15]2[CH:20]=[CH:19][C:18]([O:21][C:34]3[CH:35]=[CH:36][C:37]([CH3:39])=[CH:38][C:33]=3[CH3:32])=[CH:17][CH:16]=2)[C:3]=1[C:29]([NH2:31])=[O:30]. (3) Given the reactants [CH3:1][O:2][C:3]1[CH:8]=[CH:7][C:6]([N+:9]([O-])=O)=[C:5]([CH3:12])[C:4]=1[CH3:13].[CH3:14]OC(OC)N(C)C.C(N(CC)CC)C, predict the reaction product. The product is: [CH3:1][O:2][C:3]1[C:4]([CH3:13])=[C:5]2[C:6](=[CH:7][CH:8]=1)[NH:9][CH:14]=[CH:12]2. (4) Given the reactants [N:1]1([S:7]([NH2:10])(=[O:9])=[O:8])[CH2:6][CH2:5][CH2:4][CH2:3][CH2:2]1.C([O-])=O.[NH4+].C(=O)([O-])[O-].[K+].[K+].Cl[C:22]1[N:27]=[C:26](C(F)(F)F)[CH:25]=[CH:24][N:23]=1, predict the reaction product. The product is: [N:23]1[CH:24]=[CH:25][CH:26]=[N:27][C:22]=1[NH:10][S:7]([N:1]1[CH2:6][CH2:5][CH2:4][CH2:3][CH2:2]1)(=[O:9])=[O:8]. (5) Given the reactants [OH:1][C:2]1[CH:11]=[C:10]2[C:5]([C:6]([O:12][C:13]3[CH:26]=[CH:25][C:16]4[C:17]([C:21]([NH:23][CH3:24])=[O:22])=[C:18]([CH3:20])[O:19][C:15]=4[CH:14]=3)=[CH:7][CH:8]=[N:9]2)=[CH:4][CH:3]=1.Br[CH2:28][CH2:29][CH2:30][C:31]([O:33]C)=[O:32].C([O-])([O-])=O.[Cs+].[Cs+].CC#N, predict the reaction product. The product is: [CH3:20][C:18]1[O:19][C:15]2[CH:14]=[C:13]([O:12][C:6]3[C:5]4[C:10](=[CH:11][C:2]([O:1][CH2:28][CH2:29][CH2:30][C:31]([OH:33])=[O:32])=[CH:3][CH:4]=4)[N:9]=[CH:8][CH:7]=3)[CH:26]=[CH:25][C:16]=2[C:17]=1[C:21]([NH:23][CH3:24])=[O:22].